Dataset: Full USPTO retrosynthesis dataset with 1.9M reactions from patents (1976-2016). Task: Predict the reactants needed to synthesize the given product. (1) Given the product [CH2:33]([NH:35][C:4](=[O:5])[C:3]1[CH:7]=[CH:8][C:9]([C:11]2[CH:12]=[N:13][C:14]3[N:15]([C:17]([C:20]4([C:23]5[CH:24]=[C:25]6[C:30](=[CH:31][CH:32]=5)[N:29]=[CH:28][CH:27]=[CH:26]6)[CH2:22][CH2:21]4)=[N:18][N:19]=3)[N:16]=2)=[CH:10][C:2]=1[F:1])[CH3:34], predict the reactants needed to synthesize it. The reactants are: [F:1][C:2]1[CH:10]=[C:9]([C:11]2[CH:12]=[N:13][C:14]3[N:15]([C:17]([C:20]4([C:23]5[CH:24]=[C:25]6[C:30](=[CH:31][CH:32]=5)[N:29]=[CH:28][CH:27]=[CH:26]6)[CH2:22][CH2:21]4)=[N:18][N:19]=3)[N:16]=2)[CH:8]=[CH:7][C:3]=1[C:4](O)=[O:5].[CH2:33]([NH2:35])[CH3:34].F[P-](F)(F)(F)(F)F.N1(O[P+](N(C)C)(N(C)C)N(C)C)C2C=CC=CC=2N=N1.C(N(CC)C(C)C)(C)C. (2) Given the product [CH2:1]([C:5]1[CH:6]=[CH:7][C:8]([CH:11]([CH3:15])[C:12]([O:14][C:37]2[CH:36]=[CH:35][CH:34]=[C:33]([CH:30]([CH2:31][CH3:32])[CH:29]([CH3:40])[CH2:28][N:27]([CH3:41])[CH3:26])[CH:38]=2)=[O:13])=[CH:9][CH:10]=1)[CH:2]([CH3:4])[CH3:3], predict the reactants needed to synthesize it. The reactants are: [CH2:1]([C:5]1[CH:10]=[CH:9][C:8]([CH:11]([CH3:15])[C:12]([OH:14])=[O:13])=[CH:7][CH:6]=1)[CH:2]([CH3:4])[CH3:3].CNC1(NC)C=CN=CC1.[CH3:26][N:27]([CH3:41])[CH2:28][CH:29]([CH3:40])[CH:30]([C:33]1[CH:34]=[C:35](O)[CH:36]=[CH:37][CH:38]=1)[CH2:31][CH3:32].C1(N=C=NC2CCCCC2)CCCCC1. (3) Given the product [CH2:1]([O:3][C:4]1[CH:9]=[CH:8][C:7]([C:10]2[Se:11][C:12]([CH3:18])=[CH:13][CH:14]=2)=[C:6]([F:15])[C:5]=1[F:16])[CH3:2], predict the reactants needed to synthesize it. The reactants are: [CH2:1]([O:3][C:4]1[CH:9]=[CH:8][C:7]([C:10]2[Se:11][CH:12]=[CH:13][CH:14]=2)=[C:6]([F:15])[C:5]=1[F:16])[CH3:2].[Li][CH2:18]CCC.CI.[Cl-].[NH4+].N. (4) The reactants are: [C:1]([OH:9])(=[O:8])[C:2]1[CH:7]=[CH:6][CH:5]=[CH:4][CH:3]=1.C1(P(C2C=CC=CC=2)C2C=CC=CC=2)C=CC=CC=1.[CH3:29][C@@H:30](O)[CH2:31][C@H:32]([OH:34])[CH3:33].COCCOC(N=NC(OCCOC)=O)=O. Given the product [C:1]([O:9][C@@H:30]([CH3:29])[CH2:31][C@H:32]([OH:34])[CH3:33])(=[O:8])[C:2]1[CH:7]=[CH:6][CH:5]=[CH:4][CH:3]=1.[C:1]([OH:9])(=[O:8])[C:2]1[CH:7]=[CH:6][CH:5]=[CH:4][CH:3]=1, predict the reactants needed to synthesize it. (5) The reactants are: [N:1]([CH2:4][C:5]([C:7]1[C:17]2=[C:18]3[C:13](=[CH:14][CH:15]=[CH:16]2)[CH2:12][CH2:11][CH2:10][N:9]3[CH:8]=1)=[O:6])=[N+]=[N-].[O:19](C(OC(C)(C)C)=O)[C:20]([O:22][C:23]([CH3:26])([CH3:25])[CH3:24])=O.CO. Given the product [C:23]([O:22][C:20](=[O:19])[NH:1][CH2:4][C:5]([C:7]1[C:17]2=[C:18]3[C:13](=[CH:14][CH:15]=[CH:16]2)[CH2:12][CH2:11][CH2:10][N:9]3[CH:8]=1)=[O:6])([CH3:26])([CH3:25])[CH3:24], predict the reactants needed to synthesize it. (6) The reactants are: [CH:1]1([NH:4][C:5]([NH:7][C:8]2[CH:13]=[CH:12][C:11]([C:14]3[N:15]=[C:16]([N:23]4[CH2:28][CH2:27][O:26][CH2:25][C@@H:24]4[CH3:29])[C:17]4[CH2:22][NH:21][CH2:20][C:18]=4[N:19]=3)=[CH:10][CH:9]=2)=[O:6])[CH2:3][CH2:2]1.CCN(C(C)C)C(C)C.[CH:39]1([C:42](O)=[O:43])[CH2:41][CH2:40]1.C(Cl)CCl.C1C=CC2N(O)N=NC=2C=1. Given the product [CH:39]1([C:42]([N:21]2[CH2:22][C:17]3[C:16]([N:23]4[CH2:28][CH2:27][O:26][CH2:25][C@@H:24]4[CH3:29])=[N:15][C:14]([C:11]4[CH:10]=[CH:9][C:8]([NH:7][C:5]([NH:4][CH:1]5[CH2:2][CH2:3]5)=[O:6])=[CH:13][CH:12]=4)=[N:19][C:18]=3[CH2:20]2)=[O:43])[CH2:41][CH2:40]1, predict the reactants needed to synthesize it. (7) Given the product [F:23][C:22]1[CH:21]=[CH:20][CH:19]=[C:18]([F:24])[C:17]=1[CH:15]=[CH:14][C:5]1[CH:6]=[C:7]([O:12][CH3:13])[C:8]([CH2:9][CH2:10][CH3:11])=[C:3]([O:2][CH3:1])[CH:4]=1, predict the reactants needed to synthesize it. The reactants are: [CH3:1][O:2][C:3]1[CH:4]=[C:5]([CH:14]=[CH2:15])[CH:6]=[C:7]([O:12][CH3:13])[C:8]=1[CH2:9][CH2:10][CH3:11].Br[C:17]1[C:22]([F:23])=[CH:21][CH:20]=[CH:19][C:18]=1[F:24]. (8) Given the product [Br:1][C:2]1[CH:25]=[CH:24][C:23]([O:26][CH3:27])=[CH:22][C:3]=1[CH2:4][CH:5]1[CH2:10][CH2:9][N:8]([CH2:11][CH2:12][CH2:13][C@H:14]2[CH2:15][CH2:16][C@H:17]([NH2:20])[CH2:18][CH2:19]2)[CH2:7][CH2:6]1, predict the reactants needed to synthesize it. The reactants are: [Br:1][C:2]1[CH:25]=[CH:24][C:23]([O:26][CH3:27])=[CH:22][C:3]=1[CH2:4][CH:5]1[CH2:10][CH2:9][N:8]([C:11](=O)[CH2:12][CH2:13][C@H:14]2[CH2:19][CH2:18][C@H:17]([NH2:20])[CH2:16][CH2:15]2)[CH2:7][CH2:6]1.B.CO.